This data is from Full USPTO retrosynthesis dataset with 1.9M reactions from patents (1976-2016). The task is: Predict the reactants needed to synthesize the given product. Given the product [NH2:19][C:15]1[N:16]=[CH:17][N:18]=[C:13]([N:7]2[C:6]3[CH:20]=[C:2]([C:35]#[C:34][C@:32]([C:28]4[S:27][CH:31]=[CH:30][N:29]=4)([OH:36])[CH3:33])[CH:3]=[CH:4][C:5]=3[N:9]=[C:8]2[CH:10]2[CH2:12][CH2:11]2)[N:14]=1, predict the reactants needed to synthesize it. The reactants are: Br[C:2]1[CH:3]=[CH:4][C:5]2[N:9]=[C:8]([CH:10]3[CH2:12][CH2:11]3)[N:7]([C:13]3[N:18]=[CH:17][N:16]=[C:15]([NH2:19])[N:14]=3)[C:6]=2[CH:20]=1.N1CCCCC1.[S:27]1[CH:31]=[CH:30][N:29]=[C:28]1[C@:32]([OH:36])([C:34]#[CH:35])[CH3:33].